This data is from Experimentally validated miRNA-target interactions with 360,000+ pairs, plus equal number of negative samples. The task is: Binary Classification. Given a miRNA mature sequence and a target amino acid sequence, predict their likelihood of interaction. The miRNA is hsa-miR-3613-3p with sequence ACAAAAAAAAAAGCCCAACCCUUC. The protein sequence of the target gene is MESEMETQSARAEEGFTQVTRKGGRRAKKRQAEQLSAAGEGGDAGRMDTEEARPAKRPVFPPLCGDGLLSGKEETRKIPVPANRYTPLKENWMKIFTPIVEHLGLQIRFNLKSRNVEIRTCKETKDVSALTKAADFVKAFILGFQVEDALALIRLDDLFLESFEITDVKPLKGDHLSRAIGRIAGKGGKTKFTIENVTRTRIVLADVKVHILGSFQNIKMARTAICNLILGNPPSKVYGNIRAVASRSADRF. Result: 1 (interaction).